From a dataset of Human Reference Interactome with 51,813 positive PPI pairs across 8,248 proteins, plus equal number of experimentally-validated negative pairs. Binary Classification. Given two protein amino acid sequences, predict whether they physically interact or not. (1) Protein 1 (ENSG00000165752) has sequence MRSGAERRGSSAAASPGSPPPGRARPAGSDAPSALPPPAAGQPRARDSGDVRSQPRPLFQWSKWKKRMGSSMSAATARRPVFDDKEDVNFDHFQILRAIGKGSFGKVCIVQKRDTEKMYAMKYMNKQQCIERDEVRNVFRELEILQEIEHVFLVNLWYSFQDEEDMFMVVDLLLGGDLRYHLQQNVQFSEDTVRLYICEMALALDYLRGQHIIHRDVKPDNILLDERGHAHLTDFNIATIIKDGERATALAGTKPYMAPEIFHSFVNGGTGYSFEVDWWSVGVMAYELLRGWRPYDIHSS.... Protein 2 (ENSG00000146215) has sequence MSWTCPRCQQPVFFAEKVSSLGKNWHRFCLKCERCHSILSPGGHAEHNGRPYCHKPCYGALFGPRGVNIGGVGSYLYNPPTPSPGCTTPLSPSSFSPPRPRTGLPQGKKSPPHMKTFTGETSLCPGCGEPVYFAEKVMSLGRNWHRPCLRCQRCHKTLTAGSHAEHDGVPYCHVPCYGYLFGPKGGQPHPRHWDGMYMPEVWHVHGLWVCVDNFPCG*MSWTCPRCQQPVFFAEKVSSLGKNWHRFCLKCERCHSILSPGGHAEHNGRPYCHKPCYGALFGPRGVNIGGVGSYLYNPPTP.... Result: 0 (the proteins do not interact). (2) Protein 1 (ENSG00000013016) has sequence MFSWLGTDDRRRKDPEVFQTVSEGLKKLYKSKLLPLEEHYRFHEFHSPALEDADFDNKPMVLLVGQYSTGKTTFIRYLLEQDFPGMRIGPEPTTDSFIAVMQGDMEGIIPGNALVVDPKKPFRKLNAFGNAFLNRFVCAQLPNPVLESISVIDTPGILSGEKQRISRGYDFAAVLEWFAERVDRIILLFDAHKLDISDEFSEVIKALKNHEDKMRVVLNKADQIETQQLMRVYGALMWSLGKIVNTPEVIRVYIGSFWSHPLLIPDNRKLFEAEEQDLFRDIQSLPRNAALRKLNDLIKR.... Protein 2 (ENSG00000110047) has sequence MFSWVSKDARRKKEPELFQTVAEGLRQLYAQKLLPLEEHYRFHEFHSPALEDADFDNKPMVLLVGQYSTGKTTFIRHLIEQDFPGMRIGPEPTTDSFIAVMHGPTEGVVPGNALVVDPRRPFRKLNAFGNAFLNRFMCAQLPNPVLDSISIIDTPGILSGEKQRISRGYDFAAVLEWFAERVDRIILLFDAHKLDISDEFSEVIKALKNHEDKIRVVLNKADQIETQQLMRVYGALMWSLGKIINTPEVVRVYIGSFWSHPLLIPDNRKLFEAEEQDLFKDIQSLPRNAALRKLNDLIKR.... Result: 1 (the proteins interact). (3) Protein 1 (ENSG00000197971) has sequence MGNHAGKRELNAEKASTNSETNRGESEKKRNLGELSRTTSEDNEVFGEADANQNNGTSSQDTAVTDSKRTADPKNAWQDAHPADPGSRPHLIRLFSRDAPGREDNTFKDRPSESDELQTIQEDSAATSESLDVMASQKRPSQRHGSKYLATASTMDHARHGFLPRHRDTGILDSIGRFFGGDRGAPKRGSGKDSHHPARTAHYGSLPQKSHGRTQDENPVVHFFKNIVTPRTPPPSQGKGRGLSLSRFSWGAEGQRPGFGYGGRASDYKSAHKGFKGVDAQGTLSKIFKLGGRDSRSGSP.... Protein 2 (ENSG00000157540) has sequence MHTGGETSACKPSSVRLAPSFSFHAAGLQMAGQMPHSHQYSDRRQPNISDQQVSALSYSDQIQQPLTNQVMPDIVMLQRRMPQTFRDPATAPLRKLSVDLIKTYKHINEVYYAKKKRRHQQGQGDDSSHKKERKVYNDGYDDDNYDYIVKNGEKWMDRYEIDSLIGKGSFGQVVKAYDRVEQEWVAIKIIKNKKAFLNQAQIEVRLLELMNKHDTEMKYYIVHLKRHFMFRNHLCLVFEMLSYNLYDLLRNTNFRGVSLNLTRKFAQQMCTALLFLATPELSIIHCDLKPENILLCNPKR.... Result: 0 (the proteins do not interact). (4) Protein 1 (ENSG00000118137) has sequence MKAAVLTLAVLFLTGSQARHFWQQDEPPQSPWDRVKDLATVYVDVLKDSGRDYVSQFEGSALGKQLNLKLLDNWDSVTSTFSKLREQLGPVTQEFWDNLEKETEGLRQEMSKDLEEVKAKVQPYLDDFQKKWQEEMELYRQKVEPLRAELQEGARQKLHELQEKLSPLGEEMRDRARAHVDALRTHLAPYSDELRQRLAARLEALKENGGARLAEYHAKATEHLSTLSEKAKPALEDLRQGLLPVLESFKVSFLSALEEYTKKLNTQ*MSGGARGFCMLKAPHSARPFFSSRSPTALQDE.... Protein 2 (ENSG00000163554) has sequence MEQFPKETVVESSGPKVLETAEEIQERRQEVLTRYQSFKERVAERGQKLEDSYHLQVFKRDADDLGKWIMEKVNILTDKSYEDPTNIQGKYQKHQSLEAEVQTKSRLMSELEKTREERFTMGHSAHEETKAHIEELRHLWDLLLELTLEKGDQLLRALKFQQYVQECADILEWIGDKEAIATSVELGEDWERTEVLHKKFEDFQVELVAKEGRVVEVNQYANECAEENHPDLPLIQSKQNEVNAAWERLRGLALQRQKALSNAANLQRFKRDVTEAIQWIKEKEPVLTSEDYGKDLVASE.... Result: 0 (the proteins do not interact). (5) Protein 1 (ENSG00000214367) has sequence MSCGNEFVETLKKIGYPKADNLNGEDFDWLFEGVEDESFLKWFCGNVNEQNVLSERELEAFSILQKSGKPILEGAALDEALKTCKTSDLKTPRLDDKELEKLEDEVQTLLKLKNLKIQRRNKCQLMASVTSHKSLRLNAKEEEATKKLKQSQGILNAMITKISNELQALTDEVTQLMMFFRHSNLGQGTNPLVFLSQFSLEKYLSQEEQSTAALTLYTKKQFFQGIHEVVESSNEDNFQLLDIQTPSICDNQEILEERRLEMARLQLAYICAQHQLIHLKASNSSMKSSIKWAEESLHSL.... Protein 2 (ENSG00000167080) has sequence MGSAGFSVGKFHVEVASRGRECVSGTPECGNRLGSAGFGALCLELRGADPAWGPFAAHGRSRRQGSRFLWLLKILVIILVLGIVGFMFGSMFLQAVFSSPKPELPSPAPGVQKLKLLPEERLRNLFSYDGIWLFPKNQCKCEANKEQGGYNFQDAYGQSDLPAVKARRQAEFEHFQRREGLPRPLPLLVQPNLPFGYPVHGVEVMPLHTVPIPGLQFEGPDAPVYEVTLTASLGTLNTLADVPDSVVQGRGQKQLIISTSDRKLLKFILQHVTYTSTGYQHQKVDIVSLESRSSVAKFPV.... Result: 0 (the proteins do not interact). (6) Protein 1 (ENSG00000171951) has sequence MAEAKTHWLGAALSLIPLIFLISGAEAASFQRNQLLQKEPDLRLENVQKFPSPEMIRALEYIENLRQQAHKEESSPDYNPYQGVSVPLQQKENGDESHLPERDSLSEEDWMRIILEALRQAENEPQSAPKENKPYALNSEKNFPMDMSDDYETQQWPERKLKHMQFPPMYEENSRDNPFKRTNEIVEEQYTPQSLATLESVFQELGKLTGPNNQKRERMDEEQKLYTDDEDDIYKANNIAYEDVVGGEDWNPVEEKIESQTQEEVRDSKENIEKNEQINDEMKRSGQLGIQEEDLRKESK.... Protein 2 (ENSG00000138069) has sequence MSSMNPEYDYLFKLLLIGDSGVGKSCLLLRFADDTYTESYISTIGVDFKIRTIELDGKTIKLQIWDTAGQERFRTITSSYYRGAHGIIVVYDVTDQESFNNVKQWLQEIDRYASENVNKLLVGNKCDLTTKKVVDYTTAKEFADSLGIPFLETSAKNATNVEQSFMTMAAEIKKRMGPGATAGGAEKSNVKIQSTPVKQSGGGCC*MSSMNPEYDYLFKLLLIGDSGVGKSCLLLRFADDTYTESYISTIGVDFKIRTIELDGKTIKLQIEFADSLGIPFLETSAKNATNVEQSFMTMAA.... Result: 0 (the proteins do not interact).